Dataset: Forward reaction prediction with 1.9M reactions from USPTO patents (1976-2016). Task: Predict the product of the given reaction. Given the reactants [NH2:1][C:2]1[CH:3]=[C:4]([CH:19]=[CH:20][CH:21]=1)[CH2:5][C:6]1[C:11](=[O:12])[CH:10]=[CH:9][N:8]([C:13]2[CH:18]=[CH:17][CH:16]=[CH:15][CH:14]=2)[N:7]=1.[C:22](Cl)(=[O:24])[CH3:23].CCN(C(C)C)C(C)C.C(Cl)Cl, predict the reaction product. The product is: [O:12]=[C:11]1[CH:10]=[CH:9][N:8]([C:13]2[CH:18]=[CH:17][CH:16]=[CH:15][CH:14]=2)[N:7]=[C:6]1[CH2:5][C:4]1[CH:3]=[C:2]([NH:1][C:22](=[O:24])[CH3:23])[CH:21]=[CH:20][CH:19]=1.